From a dataset of Catalyst prediction with 721,799 reactions and 888 catalyst types from USPTO. Predict which catalyst facilitates the given reaction. (1) Reactant: [NH2:1][C:2]1[CH2:8][C:7]([C:9]([O:11][CH2:12][CH3:13])=[O:10])=[CH:6][C:5]2[CH:14]=[C:15](Br)[CH:16]=[CH:17][C:4]=2[N:3]=1.[CH3:19][C:20]1[CH:25]=[CH:24][CH:23]=[CH:22][C:21]=1B(O)O.C(=O)([O-])[O-].[Cs+].[Cs+]. Product: [NH2:1][C:2]1[CH2:8][C:7]([C:9]([O:11][CH2:12][CH3:13])=[O:10])=[CH:6][C:5]2[CH:14]=[C:15]([C:21]3[CH:22]=[CH:23][CH:24]=[CH:25][C:20]=3[CH3:19])[CH:16]=[CH:17][C:4]=2[N:3]=1. The catalyst class is: 109. (2) Reactant: [OH:1][C@H:2]1[CH2:6][N:5]([C:7]([O:9][C:10]([CH3:13])([CH3:12])[CH3:11])=[O:8])[C@H:4]([C:14]([O:16][CH3:17])=[O:15])[CH2:3]1. Product: [O:1]=[C:2]1[CH2:6][N:5]([C:7]([O:9][C:10]([CH3:11])([CH3:12])[CH3:13])=[O:8])[CH:4]([C:14]([O:16][CH3:17])=[O:15])[CH2:3]1. The catalyst class is: 2.